Task: Predict the product of the given reaction.. Dataset: Forward reaction prediction with 1.9M reactions from USPTO patents (1976-2016) (1) Given the reactants [C:1]1([C:7]2[CH:8]=[C:9]([CH:13]=[CH:14][CH:15]=2)[C:10]([OH:12])=O)[CH:6]=[CH:5][CH:4]=[CH:3][CH:2]=1.[CH3:16][C:17]1[CH:24]=[CH:23][C:20]([CH2:21][NH2:22])=[CH:19][CH:18]=1, predict the reaction product. The product is: [CH3:16][C:17]1[CH:24]=[CH:23][C:20]([CH2:21][NH:22][C:10]([C:9]2[CH:8]=[C:7]([C:1]3[CH:2]=[CH:3][CH:4]=[CH:5][CH:6]=3)[CH:15]=[CH:14][CH:13]=2)=[O:12])=[CH:19][CH:18]=1. (2) Given the reactants C([N:4]([CH:7]([CH3:9])[CH3:8])CC)(C)C.Cl.CN(C)CCCN=C=NCC.ON1C2C=CC=CC=2N=N1.[Br:32][C:33]1[C:34]([C:40]2[S:44][C:43]3[CH:45]=[CH:46][CH:47]=[C:48]([C:49]([OH:51])=O)[C:42]=3[CH:41]=2)=[N:35][C:36]([Cl:39])=[N:37][CH:38]=1.C1(N)CC1, predict the reaction product. The product is: [CH:7]1([NH:4][C:49]([C:48]2[C:42]3[CH:41]=[C:40]([C:34]4[C:33]([Br:32])=[CH:38][N:37]=[C:36]([Cl:39])[N:35]=4)[S:44][C:43]=3[CH:45]=[CH:46][CH:47]=2)=[O:51])[CH2:9][CH2:8]1. (3) Given the reactants Cl.[CH3:2][NH:3][OH:4].[CH3:5][O-:6].[Na+].[Br:8][C:9]1[CH:10]=[C:11]2C(=[CH:17][CH:18]=1)O[CH:14]([C:19]1[CH:24]=[CH:23][N:22]=[CH:21][CH:20]=1)[CH2:13]/[C:12]/2=[N:25]\[C:26]#[N:27], predict the reaction product. The product is: [Br:8][C:9]1[CH:10]=[C:11]2[C:12]3([O:4][N:3]([CH3:2])[C:26]([NH2:27])=[N:25]3)[CH2:13][CH:14]([C:19]3[CH:20]=[CH:21][N:22]=[CH:23][CH:24]=3)[O:6][C:5]2=[CH:17][CH:18]=1. (4) The product is: [NH2:27][C:11]1[CH:10]=[C:9]([O:8][CH2:1][C:2]2[CH:3]=[CH:4][CH:5]=[CH:6][CH:7]=2)[C:24]([O:25][CH3:26])=[CH:23][C:12]=1[C:13]([N:15]1[CH2:19][C@H:18]([OH:20])[CH2:17][C@H:16]1[CH2:21][OH:22])=[O:14]. Given the reactants [CH2:1]([O:8][C:9]1[C:24]([O:25][CH3:26])=[CH:23][C:12]([C:13]([N:15]2[CH2:19][C@H:18]([OH:20])[CH2:17][C@H:16]2[CH2:21][OH:22])=[O:14])=[C:11]([N+:27]([O-])=O)[CH:10]=1)[C:2]1[CH:7]=[CH:6][CH:5]=[CH:4][CH:3]=1.O.O.Cl[Sn]Cl.CCOC(C)=O, predict the reaction product.